From a dataset of Full USPTO retrosynthesis dataset with 1.9M reactions from patents (1976-2016). Predict the reactants needed to synthesize the given product. (1) Given the product [C:29]([NH:28][C:17]([CH:22]1[CH2:27][CH2:26][N:25]([C:34]2[O:35][C:36]3[CH:42]=[C:41]([Cl:43])[CH:40]=[CH:39][C:37]=3[N:38]=2)[CH2:24][CH2:23]1)([CH2:18][CH2:19][CH:20]=[CH2:21])[C:16]([NH:15][C:11]([CH3:12])([CH3:13])[CH3:14])=[O:32])(=[O:31])[CH3:30], predict the reactants needed to synthesize it. The reactants are: CCN(C(C)C)C(C)C.Cl.[C:11]([NH:15][C:16](=[O:32])[C:17]([NH:28][C:29](=[O:31])[CH3:30])([CH:22]1[CH2:27][CH2:26][NH:25][CH2:24][CH2:23]1)[CH2:18][CH2:19][CH:20]=[CH2:21])([CH3:14])([CH3:13])[CH3:12].Cl[C:34]1[O:35][C:36]2[CH:42]=[C:41]([Cl:43])[CH:40]=[CH:39][C:37]=2[N:38]=1. (2) Given the product [Cl:16][C:17]1[CH:22]=[CH:21][C:20]([NH:23][C:24]([N:2]2[CH2:7][CH2:6][C:5](=[O:8])[CH2:4][CH2:3]2)=[O:25])=[CH:19][CH:18]=1, predict the reactants needed to synthesize it. The reactants are: Cl.[NH:2]1[CH2:7][CH2:6][C:5](=[O:8])[CH2:4][CH2:3]1.N1CCC(=O)CC1.[Cl:16][C:17]1[CH:22]=[CH:21][C:20]([N:23]=[C:24]=[O:25])=[CH:19][CH:18]=1.